The task is: Predict the reactants needed to synthesize the given product.. This data is from Full USPTO retrosynthesis dataset with 1.9M reactions from patents (1976-2016). Given the product [N:51]([CH2:29][C@H:28]([N:20]1[CH:19]=[CH:18][C:17]2[C:22](=[CH:23][CH:24]=[C:25]([CH3:26])[C:16]=2[NH:15][C:13](=[O:14])[CH2:12][C:4]2[CH:5]=[CH:6][C:7]([C:8]([F:11])([F:9])[F:10])=[C:2]([F:1])[CH:3]=2)[C:21]1=[O:27])[CH3:31])=[N+:52]=[N-:53], predict the reactants needed to synthesize it. The reactants are: [F:1][C:2]1[CH:3]=[C:4]([CH2:12][C:13]([NH:15][C:16]2[C:25]([CH3:26])=[CH:24][CH:23]=[C:22]3[C:17]=2[CH:18]=[CH:19][N:20]([C@H:28]([CH3:31])[CH2:29]O)[C:21]3=[O:27])=[O:14])[CH:5]=[CH:6][C:7]=1[C:8]([F:11])([F:10])[F:9].C(Cl)Cl.C1(C)C=CC=CC=1.C1C=CC(OP(OC2C=CC=CC=2)([N:51]=[N+:52]=[N-:53])=O)=CC=1.N12CCCN=C1CCCCC2.